Dataset: Full USPTO retrosynthesis dataset with 1.9M reactions from patents (1976-2016). Task: Predict the reactants needed to synthesize the given product. (1) Given the product [CH3:1][N:2]1[CH2:28][CH2:27][C:5]2[N:6]=[C:7]([O:10][CH:11]3[CH2:12][CH2:13][NH:14][CH2:15][CH2:16]3)[N:8]=[CH:9][C:4]=2[CH2:3]1, predict the reactants needed to synthesize it. The reactants are: [CH3:1][N:2]1[CH2:28][CH2:27][C:5]2[N:6]=[C:7]([O:10][CH:11]3[CH2:16][CH2:15][N:14](C(OCC4C=CC=CC=4)=O)[CH2:13][CH2:12]3)[N:8]=[CH:9][C:4]=2[CH2:3]1. (2) The reactants are: O.O.[Sn](Cl)(Cl)(Cl)Cl.[OH-].[Na+].[N:10]([CH2:13][CH2:14][CH2:15][N:16]1[C:20]([CH3:21])=[CH:19][C:18]2[CH:22]=[C:23]([C:25]([C:27]3[CH:32]=[CH:31][C:30]([O:33][CH3:34])=[CH:29][CH:28]=3)=[O:26])[S:24][C:17]1=2)=[N+]=[N-]. Given the product [NH2:10][CH2:13][CH2:14][CH2:15][N:16]1[C:20]([CH3:21])=[CH:19][C:18]2[CH:22]=[C:23]([C:25]([C:27]3[CH:28]=[CH:29][C:30]([O:33][CH3:34])=[CH:31][CH:32]=3)=[O:26])[S:24][C:17]1=2, predict the reactants needed to synthesize it. (3) Given the product [F:26][C:17]1[C:16]([O:15][C:9]2[C:8]3[C:13](=[CH:14][C:5]([O:4][CH2:3][CH2:2][N:30]([CH3:29])[CH2:31][C:32]#[CH:33])=[C:6]([O:27][CH3:28])[CH:7]=3)[N:12]=[CH:11][N:10]=2)=[CH:24][CH:23]=[C:22]2[C:18]=1[CH:19]=[C:20]([CH3:25])[NH:21]2, predict the reactants needed to synthesize it. The reactants are: Br[CH2:2][CH2:3][O:4][C:5]1[CH:14]=[C:13]2[C:8]([C:9]([O:15][C:16]3[C:17]([F:26])=[C:18]4[C:22](=[CH:23][CH:24]=3)[NH:21][C:20]([CH3:25])=[CH:19]4)=[N:10][CH:11]=[N:12]2)=[CH:7][C:6]=1[O:27][CH3:28].[CH3:29][NH:30][CH2:31][C:32]#[CH:33]. (4) Given the product [C:1]([C:5]1[O:9][N:8]=[C:7]([NH:10][C:11]([NH:13][C:14]2[CH:19]=[CH:18][CH:17]=[C:16]([O:20][C:22]3[C:31]4[C:26](=[CH:27][C:28]([O:37][CH3:38])=[C:29]([O:32][CH2:33][CH2:34][O:35][CH3:36])[CH:30]=4)[N:25]=[CH:24][N:23]=3)[CH:15]=2)=[O:12])[CH:6]=1)([CH3:4])([CH3:2])[CH3:3], predict the reactants needed to synthesize it. The reactants are: [C:1]([C:5]1[O:9][N:8]=[C:7]([NH:10][C:11]([NH:13][C:14]2[CH:19]=[CH:18][CH:17]=[C:16]([OH:20])[CH:15]=2)=[O:12])[CH:6]=1)([CH3:4])([CH3:3])[CH3:2].Cl[C:22]1[C:31]2[C:26](=[CH:27][C:28]([O:37][CH3:38])=[C:29]([O:32][CH2:33][CH2:34][O:35][CH3:36])[CH:30]=2)[N:25]=[CH:24][N:23]=1.C([O-])([O-])=O.[Cs+].[Cs+]. (5) Given the product [CH3:14][C:13]1[NH:12][C:5]2[C:6]([C:8]([F:11])([F:10])[F:9])=[CH:7][CH:2]=[CH:3][C:4]=2[N:16]=1, predict the reactants needed to synthesize it. The reactants are: Br[C:2]1[CH:7]=[C:6]([C:8]([F:11])([F:10])[F:9])[C:5]([NH:12][C:13](=O)[CH3:14])=[C:4]([N+:16]([O-])=O)[CH:3]=1.C([O-])=O.[NH4+]. (6) Given the product [C:1]([O:5][C:6]([N:8]1[CH2:12][CH2:11][CH:10]([N:13]2[CH2:17][CH2:16][CH2:15][C@@H:14]2[CH3:18])[CH2:9][CH2:19]1)=[O:7])([CH3:2])([CH3:3])[CH3:4], predict the reactants needed to synthesize it. The reactants are: [C:1]([O:5][C:6]([N:8]1[CH2:12][CH2:11][C@H:10]([N:13]2[CH2:17][CH2:16][CH2:15][C@H:14]2[CH3:18])[CH2:9]1)=[O:7])([CH3:4])([CH3:3])[CH3:2].[C:19](OC(N1CCC(OS(C2C=CC(C)=CC=2)(=O)=O)CC1)=O)(C)(C)C. (7) Given the product [N:9]1([CH:7]([C:5]2[O:6][C:2]([C:19]3[CH:24]=[CH:23][C:22]([C:28]([OH:31])=[O:29])=[CH:21][CH:20]=3)=[CH:3][CH:4]=2)[CH3:8])[CH2:14][CH2:13][O:12][CH2:11][CH2:10]1, predict the reactants needed to synthesize it. The reactants are: Br[C:2]1[O:6][C:5]([CH:7]([N:9]2[CH2:14][CH2:13][O:12][CH2:11][CH2:10]2)[CH3:8])=[CH:4][CH:3]=1.C(C[C:19]1[CH:24]=[CH:23][C:22](B(O)O)=[CH:21][CH:20]=1)(O)=O.[C:28]([O-:31])([O-])=[O:29].[Na+].[Na+]. (8) The reactants are: [Br:1][C:2]1[CH:7]=[CH:6][C:5]([C:8]2(C(O)=O)[CH2:11][C:10]3([O:15][CH2:14][CH2:13][O:12]3)[CH2:9]2)=[CH:4][CH:3]=1.[C:19]([OH:23])([CH3:22])([CH3:21])[CH3:20].C1C=CC(P([N:38]=[N+]=[N-])(C2C=CC=CC=2)=O)=CC=1.[C:41](=[O:44])(O)[O-].[Na+]. Given the product [Br:1][C:2]1[CH:3]=[CH:4][C:5]([C:8]2([NH:38][C:41](=[O:44])[O:23][C:19]([CH3:22])([CH3:21])[CH3:20])[CH2:9][C:10]3([O:12][CH2:13][CH2:14][O:15]3)[CH2:11]2)=[CH:6][CH:7]=1, predict the reactants needed to synthesize it. (9) Given the product [N:19]1[CH:24]=[CH:23][CH:22]=[C:21]([C:2]2[CH:3]=[C:4]3[C:8](=[CH:9][CH:10]=2)[N:7]([CH:11]2[CH2:16][CH2:15][CH2:14][CH2:13][O:12]2)[N:6]=[C:5]3[CH:17]=[O:18])[CH:20]=1, predict the reactants needed to synthesize it. The reactants are: I[C:2]1[CH:3]=[C:4]2[C:8](=[CH:9][CH:10]=1)[N:7]([CH:11]1[CH2:16][CH2:15][CH2:14][CH2:13][O:12]1)[N:6]=[C:5]2[CH:17]=[O:18].[N:19]1[CH:24]=[CH:23][CH:22]=[C:21](B(O)O)[CH:20]=1.[O-]P([O-])([O-])=O.[K+].[K+].[K+]. (10) Given the product [F:17][C:18]1[CH:19]=[CH:20][C:21]([CH2:22][N:23]2[CH2:27][CH2:26][N:25]([C:28]3[CH:29]=[C:30]([CH:34]=[CH:35][N:36]=3)[C:31]([NH:16][CH2:15][C:12]3[CH:11]=[N:10][C:9]([CH3:8])=[CH:14][N:13]=3)=[O:32])[C:24]2=[O:37])=[CH:38][CH:39]=1, predict the reactants needed to synthesize it. The reactants are: O1C=C(CN)N=C1.[CH3:8][C:9]1[N:10]=[CH:11][C:12]([CH2:15][NH2:16])=[N:13][CH:14]=1.[F:17][C:18]1[CH:39]=[CH:38][C:21]([CH2:22][N:23]2[CH2:27][CH2:26][N:25]([C:28]3[CH:29]=[C:30]([CH:34]=[CH:35][N:36]=3)[C:31](O)=[O:32])[C:24]2=[O:37])=[CH:20][CH:19]=1.